This data is from CYP2D6 inhibition data for predicting drug metabolism from PubChem BioAssay. The task is: Regression/Classification. Given a drug SMILES string, predict its absorption, distribution, metabolism, or excretion properties. Task type varies by dataset: regression for continuous measurements (e.g., permeability, clearance, half-life) or binary classification for categorical outcomes (e.g., BBB penetration, CYP inhibition). Dataset: cyp2d6_veith. (1) The drug is O=c1c(-c2ccc(F)c(F)c2)nc2cncnc2n1C1CC1. The result is 0 (non-inhibitor). (2) The compound is Cc1cc(C(=O)C(=O)NC(C)C)c(C)n1-c1ccc([N+](=O)[O-])cc1. The result is 0 (non-inhibitor).